From a dataset of Full USPTO retrosynthesis dataset with 1.9M reactions from patents (1976-2016). Predict the reactants needed to synthesize the given product. (1) Given the product [F:44][C:17]1[CH:16]=[C:15]([NH:14][C:12]([NH:11][C:9](=[O:10])[CH2:8][C:5]2[CH:4]=[CH:3][C:2]([F:1])=[CH:7][CH:6]=2)=[S:13])[CH:43]=[CH:42][C:18]=1[O:19][C:20]1[CH:25]=[C:24]([NH:26][C:27]([N:29]2[CH2:30][CH2:31][CH:32]([N:35]3[CH2:40][CH2:39][N:38]([CH3:41])[CH2:37][CH2:36]3)[CH2:33][CH2:34]2)=[O:28])[N:23]=[CH:22][N:21]=1, predict the reactants needed to synthesize it. The reactants are: [F:1][C:2]1[CH:7]=[CH:6][C:5]([CH2:8][C:9]([N:11]=[C:12]=[S:13])=[O:10])=[CH:4][CH:3]=1.[NH2:14][C:15]1[CH:43]=[CH:42][C:18]([O:19][C:20]2[CH:25]=[C:24]([NH:26][C:27]([N:29]3[CH2:34][CH2:33][CH:32]([N:35]4[CH2:40][CH2:39][N:38]([CH3:41])[CH2:37][CH2:36]4)[CH2:31][CH2:30]3)=[O:28])[N:23]=[CH:22][N:21]=2)=[C:17]([F:44])[CH:16]=1.C12(CS(O)(=O)=O)C(C)(C)C(CC1)CC2=O. (2) Given the product [CH3:4][O:5][CH:6]1[CH2:7][C:8]2=[N:9][O:10][CH2:13][CH:12]2[CH2:11]1, predict the reactants needed to synthesize it. The reactants are: Cl[O-].[Na+].[CH3:4][O:5][CH:6]([CH2:11][CH:12]=[CH2:13])[CH2:7][CH:8]=[N:9][OH:10]. (3) The reactants are: [NH:1]1[C:9]2[C:4](=[CH:5][C:6]([NH:10][C:11]3[C:12]4[CH2:21][CH2:20][N:19]([C:22]([O:24][C:25]([CH3:28])([CH3:27])[CH3:26])=[O:23])[CH2:18][C:13]=4[N:14]=[C:15](Cl)[N:16]=3)=[CH:7][CH:8]=2)[CH:3]=[N:2]1.CO[CH:31]1[C:39]2[C:34](=[CH:35][CH:36]=[CH:37][CH:38]=2)[CH2:33][NH:32]1.CN1[C:45](=[O:46])CCC1. Given the product [NH:1]1[C:9]2[C:4](=[CH:5][C:6]([NH:10][C:11]3[C:12]4[CH2:21][CH2:20][N:19]([C:22]([O:24][C:25]([CH3:28])([CH3:27])[CH3:26])=[O:23])[CH2:18][C:13]=4[N:14]=[C:15]([N:32]4[CH2:31][C:39]5[C:34](=[CH:35][CH:36]=[C:37]([O:46][CH3:45])[CH:38]=5)[CH2:33]4)[N:16]=3)=[CH:7][CH:8]=2)[CH:3]=[N:2]1, predict the reactants needed to synthesize it.